Dataset: Forward reaction prediction with 1.9M reactions from USPTO patents (1976-2016). Task: Predict the product of the given reaction. (1) Given the reactants [OH:1][NH:2][C:3](=[NH:7])[CH:4]([CH3:6])[CH3:5].[H-].[Na+].CO[C:12](=O)[C:13]1[CH:18]=[CH:17][CH:16]=[C:15]([NH:19][C:20]([N:22]2[CH2:27][CH2:26][N:25]([C:28](=[O:36])[C:29]3[CH:34]=[CH:33][CH:32]=[C:31]([F:35])[CH:30]=3)[CH2:24][CH2:23]2)=[O:21])[CH:14]=1, predict the reaction product. The product is: [CH:4]([C:3]1[N:7]=[C:12]([C:13]2[CH:14]=[C:15]([NH:19][C:20]([N:22]3[CH2:23][CH2:24][N:25]([C:28](=[O:36])[C:29]4[CH:34]=[CH:33][CH:32]=[C:31]([F:35])[CH:30]=4)[CH2:26][CH2:27]3)=[O:21])[CH:16]=[CH:17][CH:18]=2)[O:1][N:2]=1)([CH3:6])[CH3:5]. (2) Given the reactants [CH3:1][C:2]1[CH:10]=[CH:9][CH:8]=[C:7]2[C:3]=1[CH2:4][C:5](=[O:11])[NH:6]2.N1C2C(=CC=CC=2)C[C:13]1=O.[N:22]1([CH2:28][CH2:29][CH2:30][NH:31][C:32]2[CH:37]=[CH:36][C:35]([NH2:38])=[CH:34][CH:33]=2)[CH2:27][CH2:26][O:25][CH2:24][CH2:23]1.NC1C=CC=CC=1, predict the reaction product. The product is: [CH3:1][C:2]1[CH:10]=[CH:9][CH:8]=[C:7]2[C:3]=1[C:4](=[CH:13][NH:38][C:35]1[CH:36]=[CH:37][C:32]([NH:31][CH2:30][CH2:29][CH2:28][N:22]3[CH2:27][CH2:26][O:25][CH2:24][CH2:23]3)=[CH:33][CH:34]=1)[C:5](=[O:11])[NH:6]2. (3) Given the reactants C(=O)(OCC)[O:2][C:3]1[CH:8]=[CH:7][C:6]([S:9]([N:12]2[C:21]3[C:16](=[CH:17][CH:18]=[C:19]([Br:22])[CH:20]=3)[NH:15][C:14](=[O:23])[C@@H:13]2[CH2:24][CH3:25])(=[O:11])=[O:10])=[CH:5][CH:4]=1.IC.[CH2:32]([C@@H]1N(S(C2C=CC(O)=CC=2)(=O)=O)C2C(=CC=C(F)C=2)N(CCC)C1=O)C, predict the reaction product. The product is: [Br:22][C:19]1[CH:20]=[C:21]2[C:16](=[CH:17][CH:18]=1)[N:15]([CH3:32])[C:14](=[O:23])[C@H:13]([CH2:24][CH3:25])[N:12]2[S:9]([C:6]1[CH:7]=[CH:8][C:3]([OH:2])=[CH:4][CH:5]=1)(=[O:10])=[O:11].